Dataset: Reaction yield outcomes from USPTO patents with 853,638 reactions. Task: Predict the reaction yield, written as a fraction of the theoretical maximum amount of product (1.0 means a 100% yield; for example, 0.34 means a 34% yield). (1) The reactants are [O:1]([C:8]1[CH:9]=[C:10]([N:14]([CH2:22][C:23]2[CH:24]=[C:25]([CH:30]=[CH:31][CH:32]=2)[C:26](OC)=[O:27])[CH2:15][CH:16]([OH:21])[C:17]([F:20])([F:19])[F:18])[CH:11]=[CH:12][CH:13]=1)[C:2]1[CH:7]=[CH:6][CH:5]=[CH:4][CH:3]=1.[H-].[Al+3].[Li+].[H-].[H-].[H-].C1COCC1. The catalyst is ClCCl.C(OCC)(=O)C. The product is [O:1]([C:8]1[CH:9]=[C:10]([N:14]([CH2:22][C:23]2[CH:24]=[C:25]([CH2:26][OH:27])[CH:30]=[CH:31][CH:32]=2)[CH2:15][CH:16]([OH:21])[C:17]([F:18])([F:19])[F:20])[CH:11]=[CH:12][CH:13]=1)[C:2]1[CH:7]=[CH:6][CH:5]=[CH:4][CH:3]=1. The yield is 0.540. (2) The reactants are Br[CH:2]1[C:9]2[CH:10]=[C:11]([Cl:14])[CH:12]=[CH:13][C:8]=2[O:7][CH2:6][O:5][C:4]2[CH:15]=[CH:16][C:17]([Cl:19])=[CH:18][C:3]1=2.[Br:20][CH2:21][CH2:22][OH:23].C(=O)([O-])[O-].[K+].[K+]. The catalyst is ClCCl. The product is [Br:20][CH2:21][CH2:22][O:23][CH:2]1[C:9]2[CH:10]=[C:11]([Cl:14])[CH:12]=[CH:13][C:8]=2[O:7][CH2:6][O:5][C:4]2[CH:15]=[CH:16][C:17]([Cl:19])=[CH:18][C:3]1=2. The yield is 0.820. (3) The reactants are [NH2:1][C:2]([C:4]1[NH:8][CH:7]=[C:6]([C:9]([O:11][CH2:12][CH3:13])=[O:10])[C:5]=1[C:14]1[CH:19]=[CH:18][C:17]([N+:20]([O-:22])=[O:21])=[C:16]([F:23])[CH:15]=1)=O. The catalyst is O=P(Cl)(Cl)Cl. The product is [C:2]([C:4]1[NH:8][CH:7]=[C:6]([C:9]([O:11][CH2:12][CH3:13])=[O:10])[C:5]=1[C:14]1[CH:19]=[CH:18][C:17]([N+:20]([O-:22])=[O:21])=[C:16]([F:23])[CH:15]=1)#[N:1]. The yield is 0.970. (4) The reactants are C([O:5][C:6](=[O:32])[CH2:7][CH2:8][C:9]1[CH:14]=[CH:13][C:12]([O:15][CH2:16][CH2:17][C:18]2[N:19]=[C:20]([C:24]3[CH:29]=[CH:28][CH:27]=[CH:26][CH:25]=3)[O:21][C:22]=2[CH3:23])=[CH:11][C:10]=1[CH2:30]Br)(C)(C)C.[F:33][C:34]([F:43])([F:42])[C:35]1[CH:40]=[CH:39][C:38]([OH:41])=[CH:37][CH:36]=1.CN(C=O)C.C(=O)([O-])[O-].[Cs+].[Cs+]. The catalyst is CCOCC. The product is [CH3:23][C:22]1[O:21][C:20]([C:24]2[CH:25]=[CH:26][CH:27]=[CH:28][CH:29]=2)=[N:19][C:18]=1[CH2:17][CH2:16][O:15][C:12]1[CH:13]=[CH:14][C:9]([CH2:8][CH2:7][C:6]([OH:5])=[O:32])=[C:10]([CH2:30][O:41][C:38]2[CH:39]=[CH:40][C:35]([C:34]([F:33])([F:42])[F:43])=[CH:36][CH:37]=2)[CH:11]=1. The yield is 0.640. (5) The catalyst is C(Cl)Cl. The reactants are [CH3:1][S:2][C:3]1[S:4][C:5]2[CH:11]=[C:10]([CH2:12]O)[CH:9]=[CH:8][C:6]=2[N:7]=1.CCN(C(C)C)C(C)C.CS([Cl:27])(=O)=O.O. The yield is 0.880. The product is [Cl:27][CH2:12][C:10]1[CH:9]=[CH:8][C:6]2[N:7]=[C:3]([S:2][CH3:1])[S:4][C:5]=2[CH:11]=1. (6) The reactants are Cl[C:2]1[C:31]([N+:32]([O-:34])=[O:33])=[CH:30][CH:29]=[CH:28][C:3]=1[C:4]([NH:6][C:7]1[C:12]([Br:13])=[CH:11][C:10]([C:14]([F:26])([C:19]([F:25])([F:24])[C:20]([F:23])([F:22])[F:21])[C:15]([F:18])([F:17])[F:16])=[CH:9][C:8]=1[Br:27])=[O:5].[F-:35].[K+]. The catalyst is CS(C)=O. The product is [Br:27][C:8]1[CH:9]=[C:10]([C:14]([F:26])([C:19]([F:25])([F:24])[C:20]([F:23])([F:22])[F:21])[C:15]([F:18])([F:17])[F:16])[CH:11]=[C:12]([Br:13])[C:7]=1[NH:6][C:4](=[O:5])[C:3]1[CH:28]=[CH:29][CH:30]=[C:31]([N+:32]([O-:34])=[O:33])[C:2]=1[F:35]. The yield is 0.460. (7) The reactants are [CH2:1]([O:3][C:4](=[O:15])[C:5]1[CH:10]=[C:9]([CH3:11])[N:8]=[C:7]([SH:12])[C:6]=1[C:13]#[N:14])[CH3:2].Br[CH2:17][C:18]([NH2:20])=[O:19].[O-]CC.[Na+]. The catalyst is CO. The product is [CH2:1]([O:3][C:4]([C:5]1[C:6]2[C:13]([NH2:14])=[C:17]([C:18](=[O:19])[NH2:20])[S:12][C:7]=2[N:8]=[C:9]([CH3:11])[CH:10]=1)=[O:15])[CH3:2]. The yield is 0.211. (8) The product is [Br:1][C:2]1[CH:7]=[C:6]([N:8]2[CH2:9][CH2:10][CH2:11][CH2:12]2)[CH:5]=[CH:4][C:3]=1[C:13]1[S:15][C:20]2[CH:21]([OH:22])[CH2:16][CH2:17][CH2:18][C:19]=2[N:14]=1.[Br:1][C:2]1[CH:7]=[C:6]([N:8]2[CH2:9][CH2:10][CH2:11][CH2:12]2)[CH:5]=[CH:4][C:3]=1[C:13]1[S:15][C:16]2[CH:17]([O:23][CH:25]([CH3:26])[CH3:24])[CH2:18][CH2:19][CH2:20][C:21]=2[N:14]=1. The yield is 0.710. The reactants are [Br:1][C:2]1[CH:7]=[C:6]([N:8]2[CH2:12][CH2:11][CH2:10][CH2:9]2)[CH:5]=[CH:4][C:3]=1[C:13](=[S:15])[NH2:14].[CH:16]12[O:22][CH:21]1[CH2:20][CH2:19][CH2:18][C:17]2=[O:23].[CH3:24][CH:25](O)[CH3:26]. No catalyst specified. (9) The reactants are [CH3:1][N:2]([CH3:16])[CH2:3][C@H:4]([CH3:15])[C:5]([C:7]1[CH:12]=[CH:11][CH:10]=[C:9]([O:13][CH3:14])[CH:8]=1)=[O:6].B(O)(O)[C@H:18]1N(C([C@@H](N)C(C)C)=O)CC[CH2:19]1.CS(O)(=O)=O.C([Mg]Br)C.S([O-])(O)(=O)=O.[NH4+]. The catalyst is O1CCCC1. The product is [CH3:16][N:2]([CH3:1])[CH2:3][C@H:4]([CH3:15])[C@:5]([C:7]1[CH:12]=[CH:11][CH:10]=[C:9]([O:13][CH3:14])[CH:8]=1)([OH:6])[CH2:18][CH3:19]. The yield is 0.990.